From a dataset of Forward reaction prediction with 1.9M reactions from USPTO patents (1976-2016). Predict the product of the given reaction. Given the reactants [F:1][C:2]1[C:21]([NH:22][S:23]([CH2:26][CH2:27][CH3:28])(=[O:25])=[O:24])=[CH:20][CH:19]=[C:18]([F:29])[C:3]=1[C:4]([C:6]1[C:14]2[C:9](=[N:10][CH:11]=[C:12]([C:15](O)=[O:16])[CH:13]=2)[NH:8][CH:7]=1)=[O:5].[N:30]1[CH:35]=[CH:34][CH:33]=[C:32]([NH2:36])[CH:31]=1, predict the reaction product. The product is: [N:30]1[CH:35]=[CH:34][CH:33]=[C:32]([NH:36][C:15]([C:12]2[CH:13]=[C:14]3[C:6]([C:4](=[O:5])[C:3]4[C:18]([F:29])=[CH:19][CH:20]=[C:21]([NH:22][S:23]([CH2:26][CH2:27][CH3:28])(=[O:25])=[O:24])[C:2]=4[F:1])=[CH:7][NH:8][C:9]3=[N:10][CH:11]=2)=[O:16])[CH:31]=1.